Dataset: Forward reaction prediction with 1.9M reactions from USPTO patents (1976-2016). Task: Predict the product of the given reaction. (1) Given the reactants [CH:1]1([N:5]2[C:10](=[O:11])[C:9]([C:12]([NH:14][CH2:15][C:16]([O:18]CC)=[O:17])=[O:13])=[C:8]([OH:21])[C:7]([C:22](OC)=[O:23])=[C:6]2[OH:26])[CH2:4][CH2:3][CH2:2]1.[CH2:27]([NH2:31])[CH2:28][CH2:29][CH3:30].Cl, predict the reaction product. The product is: [CH2:27]([NH:31][C:22]([C:7]1[C:8]([OH:21])=[C:9]([C:12]([NH:14][CH2:15][C:16]([OH:18])=[O:17])=[O:13])[C:10](=[O:11])[N:5]([CH:1]2[CH2:2][CH2:3][CH2:4]2)[C:6]=1[OH:26])=[O:23])[CH2:28][CH2:29][CH3:30]. (2) The product is: [F:1][C:2]1[CH:7]=[C:6]([F:8])[CH:5]=[CH:4][C:3]=1[S:9]([NH:12][C:13]1[C:14]([O:28][CH3:29])=[N:15][CH:16]=[C:17]([C:19]2[CH:20]=[CH:21][C:22]3[N:23]([C:25]([I:37])=[CH:26][N:27]=3)[CH:24]=2)[CH:18]=1)(=[O:10])=[O:11]. Given the reactants [F:1][C:2]1[CH:7]=[C:6]([F:8])[CH:5]=[CH:4][C:3]=1[S:9]([NH:12][C:13]1[C:14]([O:28][CH3:29])=[N:15][CH:16]=[C:17]([C:19]2[CH:20]=[CH:21][C:22]3[N:23]([CH:25]=[CH:26][N:27]=3)[CH:24]=2)[CH:18]=1)(=[O:11])=[O:10].C1C(=O)N([I:37])C(=O)C1.O, predict the reaction product. (3) Given the reactants ClC1N=C(N2CCOCC2)C2SC(C=O)=CC=2N=1.CN(C1CNCC1)C.Cl[C:28]1[N:29]=[C:30]([N:46]2[CH2:51][CH2:50][O:49][CH2:48][CH2:47]2)[C:31]2[S:36][C:35]([CH2:37][N:38]([CH3:45])[CH:39]3[CH2:43][CH2:42][N:41]([CH3:44])[CH2:40]3)=[CH:34][C:32]=2[N:33]=1.CC1(C)C(C)(C)OB([C:60]2[CH:61]=[N:62][C:63]([NH2:66])=[N:64][CH:65]=2)O1, predict the reaction product. The product is: [CH3:45][N:38]([CH2:37][C:35]1[S:36][C:31]2[C:30]([N:46]3[CH2:51][CH2:50][O:49][CH2:48][CH2:47]3)=[N:29][C:28]([C:60]3[CH:61]=[N:62][C:63]([NH2:66])=[N:64][CH:65]=3)=[N:33][C:32]=2[CH:34]=1)[CH:39]1[CH2:43][CH2:42][N:41]([CH3:44])[CH2:40]1. (4) Given the reactants [F:1][C:2]([F:44])([F:43])[C:3]1[CH:8]=[CH:7][N:6]=[C:5]([N:9]2[CH2:14][C@@H:13]3[CH2:15][C@H:10]2[CH2:11][N:12]3[C:16]([C@@:18]23[CH2:25][CH2:24][CH2:23][C@@H:22]2[CH2:21][C@H:20]([N:26]2[CH2:31][CH2:30][CH:29]([C:32]4[CH:33]=[C:34]([CH:40]=[CH:41][CH:42]=4)[C:35]([O:37]CC)=[O:36])[CH2:28][CH2:27]2)[CH2:19]3)=[O:17])[CH:4]=1.C[O-].[Na+].Cl, predict the reaction product. The product is: [CH2:5]([NH:6][CH2:7][CH3:8])[CH3:4].[F:44][C:2]([F:1])([F:43])[C:3]1[CH:8]=[CH:7][N:6]=[C:5]([N:9]2[CH2:14][C@@H:13]3[CH2:15][C@H:10]2[CH2:11][N:12]3[C:16]([C@@:18]23[CH2:25][CH2:24][CH2:23][C@@H:22]2[CH2:21][C@H:20]([N:26]2[CH2:27][CH2:28][CH:29]([C:32]4[CH:33]=[C:34]([CH:40]=[CH:41][CH:42]=4)[C:35]([OH:37])=[O:36])[CH2:30][CH2:31]2)[CH2:19]3)=[O:17])[CH:4]=1. (5) The product is: [CH:7]1([NH:10][C:4]([CH:1]2[CH2:3][CH2:2]2)=[O:6])[CH2:9][CH2:8]1. Given the reactants [CH:1]1([C:4]([OH:6])=O)[CH2:3][CH2:2]1.[CH:7]1([NH2:10])[CH2:9][CH2:8]1.C(Cl)CCl, predict the reaction product. (6) Given the reactants [Cl:1][C:2]1[CH:7]=[CH:6][CH:5]=[CH:4][C:3]=1/[C:8](=[N:10]\[NH:11][CH3:12])/[CH3:9].[Cl-].Cl[CH:15]=[N+](C)C.CN(C)[CH:21]=[O:22], predict the reaction product. The product is: [Cl:1][C:2]1[CH:7]=[CH:6][CH:5]=[CH:4][C:3]=1[C:8]1[C:9]([CH:21]=[O:22])=[CH:12][N:11]([CH3:15])[N:10]=1. (7) Given the reactants [CH:1]1([NH:4][C:5]([NH:7][NH:8][C:9]2[C:14]([I:15])=[CH:13][CH:12]=[CH:11][N:10]=2)=O)[CH2:3][CH2:2]1.P(Cl)(Cl)(Cl)=O.[OH-].[Na+], predict the reaction product. The product is: [CH:1]1([NH:4][C:5]2[N:10]3[CH:11]=[CH:12][CH:13]=[C:14]([I:15])[C:9]3=[N:8][N:7]=2)[CH2:3][CH2:2]1. (8) Given the reactants [N:1]1[CH:6]=[CH:5][CH:4]=[CH:3][CH:2]=1.[Cl:7][CH2:8][C:9]([OH:11])=[O:10], predict the reaction product. The product is: [Cl-:7].[C:9]([CH2:8][N+:1]1[CH:6]=[CH:5][CH:4]=[CH:3][CH:2]=1)([OH:11])=[O:10].